From a dataset of NCI-60 drug combinations with 297,098 pairs across 59 cell lines. Regression. Given two drug SMILES strings and cell line genomic features, predict the synergy score measuring deviation from expected non-interaction effect. (1) Synergy scores: CSS=21.8, Synergy_ZIP=-2.55, Synergy_Bliss=1.28, Synergy_Loewe=0.0488, Synergy_HSA=1.65. Cell line: SNB-19. Drug 2: CC(C1=C(C=CC(=C1Cl)F)Cl)OC2=C(N=CC(=C2)C3=CN(N=C3)C4CCNCC4)N. Drug 1: C1=C(C(=O)NC(=O)N1)N(CCCl)CCCl. (2) Drug 1: CCC(=C(C1=CC=CC=C1)C2=CC=C(C=C2)OCCN(C)C)C3=CC=CC=C3.C(C(=O)O)C(CC(=O)O)(C(=O)O)O. Drug 2: CC1C(C(CC(O1)OC2CC(OC(C2O)C)OC3=CC4=CC5=C(C(=O)C(C(C5)C(C(=O)C(C(C)O)O)OC)OC6CC(C(C(O6)C)O)OC7CC(C(C(O7)C)O)OC8CC(C(C(O8)C)O)(C)O)C(=C4C(=C3C)O)O)O)O. Cell line: UO-31. Synergy scores: CSS=52.2, Synergy_ZIP=0.642, Synergy_Bliss=3.34, Synergy_Loewe=-15.9, Synergy_HSA=2.65. (3) Drug 1: C1=C(C(=O)NC(=O)N1)F. Drug 2: C1=CC=C(C=C1)NC(=O)CCCCCCC(=O)NO. Cell line: RXF 393. Synergy scores: CSS=43.7, Synergy_ZIP=-5.99, Synergy_Bliss=3.99, Synergy_Loewe=5.75, Synergy_HSA=5.85. (4) Drug 1: C1CC(=O)NC(=O)C1N2CC3=C(C2=O)C=CC=C3N. Drug 2: COCCOC1=C(C=C2C(=C1)C(=NC=N2)NC3=CC=CC(=C3)C#C)OCCOC.Cl. Cell line: MOLT-4. Synergy scores: CSS=0.447, Synergy_ZIP=3.45, Synergy_Bliss=2.48, Synergy_Loewe=-0.00438, Synergy_HSA=-1.58. (5) Drug 1: CC1=C(C(CCC1)(C)C)C=CC(=CC=CC(=CC(=O)O)C)C. Drug 2: COC1=C2C(=CC3=C1OC=C3)C=CC(=O)O2. Cell line: CAKI-1. Synergy scores: CSS=8.99, Synergy_ZIP=-7.09, Synergy_Bliss=-2.82, Synergy_Loewe=-6.86, Synergy_HSA=-2.56. (6) Drug 1: CCC1=C2CN3C(=CC4=C(C3=O)COC(=O)C4(CC)O)C2=NC5=C1C=C(C=C5)O. Drug 2: CC1C(C(CC(O1)OC2CC(OC(C2O)C)OC3=CC4=CC5=C(C(=O)C(C(C5)C(C(=O)C(C(C)O)O)OC)OC6CC(C(C(O6)C)O)OC7CC(C(C(O7)C)O)OC8CC(C(C(O8)C)O)(C)O)C(=C4C(=C3C)O)O)O)O. Cell line: SK-OV-3. Synergy scores: CSS=28.7, Synergy_ZIP=-3.12, Synergy_Bliss=-0.815, Synergy_Loewe=-6.75, Synergy_HSA=1.28. (7) Drug 1: CS(=O)(=O)C1=CC(=C(C=C1)C(=O)NC2=CC(=C(C=C2)Cl)C3=CC=CC=N3)Cl. Drug 2: CC12CCC3C(C1CCC2=O)CC(=C)C4=CC(=O)C=CC34C. Cell line: UO-31. Synergy scores: CSS=45.6, Synergy_ZIP=9.26, Synergy_Bliss=8.62, Synergy_Loewe=12.4, Synergy_HSA=12.5. (8) Drug 1: CC1=C(C=C(C=C1)NC(=O)C2=CC=C(C=C2)CN3CCN(CC3)C)NC4=NC=CC(=N4)C5=CN=CC=C5. Drug 2: CC1CCC2CC(C(=CC=CC=CC(CC(C(=O)C(C(C(=CC(C(=O)CC(OC(=O)C3CCCCN3C(=O)C(=O)C1(O2)O)C(C)CC4CCC(C(C4)OC)O)C)C)O)OC)C)C)C)OC. Cell line: COLO 205. Synergy scores: CSS=-0.413, Synergy_ZIP=1.50, Synergy_Bliss=0.932, Synergy_Loewe=-6.52, Synergy_HSA=-2.71. (9) Synergy scores: CSS=61.7, Synergy_ZIP=1.67, Synergy_Bliss=0.446, Synergy_Loewe=1.16, Synergy_HSA=6.62. Drug 1: C1CN1C2=NC(=NC(=N2)N3CC3)N4CC4. Drug 2: C1=CC(=C2C(=C1NCCNCCO)C(=O)C3=C(C=CC(=C3C2=O)O)O)NCCNCCO. Cell line: SNB-19.